Dataset: Retrosynthesis with 50K atom-mapped reactions and 10 reaction types from USPTO. Task: Predict the reactants needed to synthesize the given product. (1) Given the product Fc1ccc(C2CCNCC2COc2ccc3c(c2)OCO3)cc1, predict the reactants needed to synthesize it. The reactants are: O=C1CC(c2ccc(F)cc2)C(COc2ccc3c(c2)OCO3)CN1. (2) Given the product O=C(N[C@@H](Cc1ccccc1)[C@@H](O)C(=O)N1CC=CC1)c1cc2cc(Cl)ccc2[nH]1, predict the reactants needed to synthesize it. The reactants are: C1=CCNC1.O=C(N[C@@H](Cc1ccccc1)[C@@H](O)C(=O)O)c1cc2cc(Cl)ccc2[nH]1. (3) Given the product C=CCCCCOC(=O)C(=C)C, predict the reactants needed to synthesize it. The reactants are: C=C(C)C(=O)Cl.C=CCCCCO. (4) Given the product CC(C)(C)OC(=O)N1c2ccccc2CC1COc1ccc(CC2SC(=O)N(C(c3ccccc3)(c3ccccc3)c3ccccc3)C2=O)cc1, predict the reactants needed to synthesize it. The reactants are: CC(C)(C)OC(=O)N1c2ccccc2CC1CO.O=C1SC(Cc2ccc(O)cc2)C(=O)N1C(c1ccccc1)(c1ccccc1)c1ccccc1. (5) Given the product CCOC(=O)Cc1ccc(NC(=O)C(COc2ccccc2Cl)NS(=O)(=O)c2ccc(I)cc2)cc1, predict the reactants needed to synthesize it. The reactants are: CCOC(=O)Cc1ccc(NC(=O)C(COS(C)(=O)=O)NS(=O)(=O)c2ccc(I)cc2)cc1.Oc1ccccc1Cl. (6) Given the product O=[N+]([O-])c1cccnc1NC1CCNCC1, predict the reactants needed to synthesize it. The reactants are: CC(C)(C)OC(=O)N1CCC(Nc2ncccc2[N+](=O)[O-])CC1. (7) Given the product O=C(O)[C@@H]1C[C@@H](O)CN1C(=O)OCc1ccccc1, predict the reactants needed to synthesize it. The reactants are: O=C(Cl)OCc1ccccc1.O=C(O)[C@@H]1C[C@@H](O)CN1. (8) Given the product CN(C)c1ccccc1CSc1ncnc2ccccc12, predict the reactants needed to synthesize it. The reactants are: CN(C)c1ccccc1CCl.Sc1ncnc2ccccc12. (9) Given the product COC(=O)c1ccc(C)c(-c2cnc(CCN3CCC3)[nH]2)c1, predict the reactants needed to synthesize it. The reactants are: C1CNC1.COC(=O)c1ccc(C)c(-c2cnc(CCO)[nH]2)c1.